This data is from Peptide-MHC class II binding affinity with 134,281 pairs from IEDB. The task is: Regression. Given a peptide amino acid sequence and an MHC pseudo amino acid sequence, predict their binding affinity value. This is MHC class II binding data. (1) The peptide sequence is HVQDCDESVLTRLEA. The MHC is DRB1_0701 with pseudo-sequence DRB1_0701. The binding affinity (normalized) is 0.181. (2) The peptide sequence is ADYLRMWIQAATVMS. The MHC is HLA-DQA10101-DQB10501 with pseudo-sequence HLA-DQA10101-DQB10501. The binding affinity (normalized) is 0.585. (3) The peptide sequence is WFVRNPFFAVTALTI. The MHC is HLA-DQA10201-DQB10301 with pseudo-sequence HLA-DQA10201-DQB10301. The binding affinity (normalized) is 0.659. (4) The peptide sequence is ILDLCYQLSMRIANQ. The MHC is DRB5_0101 with pseudo-sequence DRB5_0101. The binding affinity (normalized) is 0.796. (5) The peptide sequence is AFKVAFTAANAAPAN. The MHC is DRB1_0901 with pseudo-sequence DRB1_0901. The binding affinity (normalized) is 0.793. (6) The peptide sequence is MTETLLVQNANPDCKSIL. The MHC is DRB1_0802 with pseudo-sequence DRB1_0802. The binding affinity (normalized) is 0.386. (7) The peptide sequence is MSIHGKGEWMTTEDM. The MHC is DRB1_1101 with pseudo-sequence DRB1_1101. The binding affinity (normalized) is 0. (8) The binding affinity (normalized) is 0.631. The MHC is DRB1_1101 with pseudo-sequence DRB1_1101. The peptide sequence is DSVTPMILKAQKGGNL. (9) The peptide sequence is AFILDGDNLFPKH. The MHC is DRB3_0101 with pseudo-sequence DRB3_0101. The binding affinity (normalized) is 0.844. (10) The binding affinity (normalized) is 0.426. The MHC is DRB1_0901 with pseudo-sequence DRB1_0901. The peptide sequence is VAISRYLGKQFGLSG.